Dataset: Merck oncology drug combination screen with 23,052 pairs across 39 cell lines. Task: Regression. Given two drug SMILES strings and cell line genomic features, predict the synergy score measuring deviation from expected non-interaction effect. (1) Drug 1: NC(=O)c1cccc2cn(-c3ccc(C4CCCNC4)cc3)nc12. Drug 2: CC(C)CC(NC(=O)C(Cc1ccccc1)NC(=O)c1cnccn1)B(O)O. Cell line: OVCAR3. Synergy scores: synergy=12.6. (2) Drug 1: COc1cc(C2c3cc4c(cc3C(OC3OC5COC(C)OC5C(O)C3O)C3COC(=O)C23)OCO4)cc(OC)c1O. Drug 2: CC(C)CC(NC(=O)C(Cc1ccccc1)NC(=O)c1cnccn1)B(O)O. Cell line: OV90. Synergy scores: synergy=-20.6.